From a dataset of Reaction yield outcomes from USPTO patents with 853,638 reactions. Predict the reaction yield, written as a fraction of the theoretical maximum amount of product (1.0 means a 100% yield; for example, 0.34 means a 34% yield). (1) The reactants are CN(C(ON1N=NC2C=CC=NC1=2)=[N+](C)C)C.F[P-](F)(F)(F)(F)F.[CH3:25][O:26][C:27]1[N:32]=[CH:31][C:30]([C:33]2[CH:41]=[CH:40][C:36]([C:37]([OH:39])=O)=[C:35]([N+:42]([O-:44])=[O:43])[CH:34]=2)=[CH:29][CH:28]=1.Cl.[CH3:46][C:47]([O:50][C@H:51]([CH3:58])[C@@H:52]([C:54]([O:56][CH3:57])=[O:55])[NH2:53])([CH3:49])[CH3:48].C(N(C(C)C)CC)(C)C. The catalyst is CN(C=O)C.CCCCCC.C(OCC)(=O)C. The product is [CH3:49][C:47]([O:50][C@H:51]([CH3:58])[C@@H:52]([C:54]([O:56][CH3:57])=[O:55])[NH:53][C:37]([C:36]1[CH:40]=[CH:41][C:33]([C:30]2[CH:31]=[N:32][C:27]([O:26][CH3:25])=[CH:28][CH:29]=2)=[CH:34][C:35]=1[N+:42]([O-:44])=[O:43])=[O:39])([CH3:46])[CH3:48]. The yield is 0.940. (2) The reactants are [Br:1][C:2]1[CH:7]=[CH:6][C:5]([CH:8]([C:13]2[CH:18]=[CH:17][C:16]([Cl:19])=[CH:15][CH:14]=2)[CH2:9][C:10](O)=[O:11])=[CH:4][CH:3]=1.C(N1C=CN=C1)([N:22]1C=CN=C1)=O.N. The catalyst is ClCCl. The product is [Br:1][C:2]1[CH:7]=[CH:6][C:5]([CH:8]([C:13]2[CH:18]=[CH:17][C:16]([Cl:19])=[CH:15][CH:14]=2)[CH2:9][C:10]([NH2:22])=[O:11])=[CH:4][CH:3]=1. The yield is 0.360. (3) The reactants are [C:1]([N:6]1[CH2:11][CH2:10][N:9]([C:12]([C:14]2[CH:15]=[C:16]([CH:20]3[CH:29]([C:30]4[CH:35]=[CH:34][CH:33]=[C:32]([C:36]([N:38]5[CH2:43][CH2:42][N:41]([C:44](=[O:48])[CH:45]([CH3:47])[CH3:46])[CH2:40][CH2:39]5)=[O:37])[CH:31]=4)[C:28](=O)[C:27]4[C:26]([C:50](OC)=[O:51])=[CH:25][CH:24]=[CH:23][C:22]=4[NH:21]3)[CH:17]=[CH:18][CH:19]=2)=[O:13])[CH2:8][CH2:7]1)(=O)[CH:2]([CH3:4])[CH3:3].[OH2:54].[NH2:55][NH2:56]. The catalyst is CO. The product is [C:1]([N:6]1[CH2:11][CH2:10][N:9]([C:12]([C:14]2[CH:15]=[C:16]([CH:20]3[NH:21][C:22]4[C:27]5[C:28](=[N:55][NH:56][C:50](=[O:51])[C:26]=5[CH:25]=[CH:24][CH:23]=4)[CH:29]3[C:30]3[CH:35]=[CH:34][CH:33]=[C:32]([C:36]([N:38]4[CH2:43][CH2:42][N:41]([C:44](=[O:48])[CH:45]([CH3:47])[CH3:46])[CH2:40][CH2:39]4)=[O:37])[CH:31]=3)[CH:17]=[CH:18][CH:19]=2)=[O:13])[CH2:8][CH2:7]1)(=[O:54])[CH:2]([CH3:4])[CH3:3]. The yield is 0.0400. (4) The reactants are [CH3:1][O:2][C:3]1[CH:4]=[C:5]2[C:10](=[CH:11][C:12]=1[O:13][CH3:14])[C:9]([CH3:15])=[N:8][C:7]([OH:16])=[C:6]2[CH2:17][C:18]1[C:19]([NH:31][CH3:32])=[N:20][C:21]2[CH:22]=[C:23]3[O:30]C[O:28][C:24]3=[CH:25][C:26]=2[CH:27]=1.B(Cl)(Cl)[Cl:34].[Cl-:37]. The catalyst is C(Cl)Cl. The product is [ClH:34].[ClH:37].[OH:16][C:7]1[N:8]=[C:9]([CH3:15])[C:10]2[C:5]([C:6]=1[CH2:17][C:18]1[C:19]([NH:31][CH3:32])=[N:20][C:21]3[C:26]([CH:27]=1)=[CH:25][C:24]([OH:28])=[C:23]([OH:30])[CH:22]=3)=[CH:4][C:3]([O:2][CH3:1])=[C:12]([O:13][CH3:14])[CH:11]=2. The yield is 0.310. (5) The yield is 0.360. The catalyst is O1CCCC1. The reactants are [S:1]1[CH:5]=[CH:4][C:3]([CH2:6][O:7][C:8]2[CH:13]=[CH:12][C:11]([CH2:14][C:15](Cl)=[N:16][OH:17])=[CH:10][CH:9]=2)=[CH:2]1.[C:19]([C:21]1[C:22]([NH2:28])=[N:23][C:24]([NH2:27])=[CH:25][CH:26]=1)#[CH:20].C(N(CC)CC)C. The product is [S:1]1[CH:5]=[CH:4][C:3]([CH2:6][O:7][C:8]2[CH:13]=[CH:12][C:11]([CH2:14][C:15]3[CH:20]=[C:19]([C:21]4[C:22]([NH2:28])=[N:23][C:24]([NH2:27])=[CH:25][CH:26]=4)[O:17][N:16]=3)=[CH:10][CH:9]=2)=[CH:2]1. (6) The yield is 0.640. The catalyst is CC(=O)CC. The product is [CH2:17]([O:16][C:14](=[O:15])[CH2:13][O:11][C:3]1[CH:4]=[CH:5][C:6]([N+:8]([O-:10])=[O:9])=[CH:7][C:2]=1[Cl:1])[CH3:18]. The reactants are [Cl:1][C:2]1[CH:7]=[C:6]([N+:8]([O-:10])=[O:9])[CH:5]=[CH:4][C:3]=1[OH:11].Br[CH2:13][C:14]([O:16][CH2:17][CH3:18])=[O:15].C(=O)([O-])[O-].[K+].[K+]. (7) The reactants are Cl[C:2]1[CH:11]=[N:10][C:9]2[C:4](=[CH:5][C:6]([F:12])=[CH:7][CH:8]=2)[N:3]=1.[CH3:13][O-:14].[Na+]. The catalyst is CO. The product is [F:12][C:6]1[CH:5]=[C:4]2[C:9]([N:10]=[CH:11][C:2]([O:14][CH3:13])=[N:3]2)=[CH:8][CH:7]=1. The yield is 0.880.